The task is: Regression/Classification. Given a drug SMILES string, predict its absorption, distribution, metabolism, or excretion properties. Task type varies by dataset: regression for continuous measurements (e.g., permeability, clearance, half-life) or binary classification for categorical outcomes (e.g., BBB penetration, CYP inhibition). Dataset: cyp2c9_veith.. This data is from CYP2C9 inhibition data for predicting drug metabolism from PubChem BioAssay. The compound is O=C(NC1CCCCCC1)c1cccs1. The result is 0 (non-inhibitor).